Regression. Given a peptide amino acid sequence and an MHC pseudo amino acid sequence, predict their binding affinity value. This is MHC class I binding data. From a dataset of Peptide-MHC class I binding affinity with 185,985 pairs from IEDB/IMGT. (1) The peptide sequence is PYDCKELRL. The MHC is HLA-B08:02 with pseudo-sequence HLA-B08:02. The binding affinity (normalized) is 0.0847. (2) The peptide sequence is EIKFNDITF. The MHC is HLA-A69:01 with pseudo-sequence HLA-A69:01. The binding affinity (normalized) is 0.0847. (3) The peptide sequence is SADPLASLL. The MHC is HLA-B39:01 with pseudo-sequence HLA-B39:01. The binding affinity (normalized) is 0.533. (4) The peptide sequence is STAAVTMSMK. The MHC is HLA-A11:01 with pseudo-sequence HLA-A11:01. The binding affinity (normalized) is 0.983. (5) The peptide sequence is REWGWRIPF. The MHC is HLA-B08:02 with pseudo-sequence HLA-B08:02. The binding affinity (normalized) is 0.0847. (6) The peptide sequence is GQVQLKKPY. The MHC is HLA-A11:01 with pseudo-sequence HLA-A11:01. The binding affinity (normalized) is 0.0847.